From a dataset of TCR-epitope binding with 47,182 pairs between 192 epitopes and 23,139 TCRs. Binary Classification. Given a T-cell receptor sequence (or CDR3 region) and an epitope sequence, predict whether binding occurs between them. (1) The epitope is TPRVTGGGAM. The TCR CDR3 sequence is CASSLIGVSEKNEQFF. Result: 1 (the TCR binds to the epitope). (2) The epitope is NQKLIANQF. The TCR CDR3 sequence is CASSPLGPSYNEQFF. Result: 0 (the TCR does not bind to the epitope). (3) The epitope is KTWGQYWQV. The TCR CDR3 sequence is CAPSTANYGYTF. Result: 0 (the TCR does not bind to the epitope). (4) The epitope is AVFDRKSDAK. The TCR CDR3 sequence is CASSRAGRTDTQYF. Result: 1 (the TCR binds to the epitope). (5) The epitope is VTEHDTLLY. The TCR CDR3 sequence is CASSLHETGMNTEAFF. Result: 1 (the TCR binds to the epitope). (6) The epitope is RLRPGGKKK. The TCR CDR3 sequence is CASSLTGSGELFF. Result: 0 (the TCR does not bind to the epitope). (7) The epitope is LLLGIGILV. The TCR CDR3 sequence is CATDGQSGSGSDEQFF. Result: 1 (the TCR binds to the epitope). (8) The epitope is TPINLVRDL. The TCR CDR3 sequence is CASSPGTYYEQYF. Result: 0 (the TCR does not bind to the epitope). (9) The epitope is RPPIFIRRL. The TCR CDR3 sequence is CASSDGTSSYNEQFF. Result: 0 (the TCR does not bind to the epitope). (10) The epitope is TLIGDCATV. The TCR CDR3 sequence is CASREGLAGSDTQYF. Result: 0 (the TCR does not bind to the epitope).